Dataset: Catalyst prediction with 721,799 reactions and 888 catalyst types from USPTO. Task: Predict which catalyst facilitates the given reaction. (1) Reactant: [CH:1]1[CH:6]=[C:5]([CH:7]([NH2:11])[C:8]([OH:10])=[O:9])[C:4]([Cl:12])=[CH:3][CH:2]=1.[C:13](=O)([O-])[O-].[Na+].[Na+]. Product: [CH3:13][O:9][C:8](=[O:10])[CH:7]([C:5]1[CH:6]=[CH:1][CH:2]=[CH:3][C:4]=1[Cl:12])[NH2:11]. The catalyst class is: 5. (2) Reactant: Cl.[Cl:2][C:3]1[CH:8]=[CH:7][C:6]([CH:9]2[CH:13]([C:14]3[CH:19]=[CH:18][C:17]([Cl:20])=[CH:16][CH:15]=3)[N:12]([C:21]([N:23]3[CH2:28][CH2:27][N:26](CCC#N)[CH2:25][CH2:24]3)=[O:22])[C:11]([C:33]3[CH:38]=[CH:37][C:36]([C:39]([F:42])([F:41])[F:40])=[CH:35][C:34]=3[O:43][CH2:44][CH3:45])=[N:10]2)=[CH:5][CH:4]=1.[CH3:46][N:47]=[C:48]=[S:49]. Product: [CH3:46][NH:47][C:48]([N:26]1[CH2:27][CH2:28][N:23]([C:21]([N:12]2[CH:13]([C:14]3[CH:19]=[CH:18][C:17]([Cl:20])=[CH:16][CH:15]=3)[CH:9]([C:6]3[CH:5]=[CH:4][C:3]([Cl:2])=[CH:8][CH:7]=3)[N:10]=[C:11]2[C:33]2[CH:38]=[CH:37][C:36]([C:39]([F:42])([F:41])[F:40])=[CH:35][C:34]=2[O:43][CH2:44][CH3:45])=[O:22])[CH2:24][CH2:25]1)=[S:49]. The catalyst class is: 2. (3) Reactant: C(OC([NH:11][C@H:12]1[CH2:17][CH2:16][N:15]([C:18]2[CH:19]=[C:20]([CH:28]=[CH:29][CH:30]=2)[C:21]([O:23][C:24]([CH3:27])([CH3:26])[CH3:25])=[O:22])[CH2:14][C@H:13]1[O:31][CH2:32][CH3:33])=O)C1C=CC=CC=1. Product: [NH2:11][C@H:12]1[CH2:17][CH2:16][N:15]([C:18]2[CH:19]=[C:20]([CH:28]=[CH:29][CH:30]=2)[C:21]([O:23][C:24]([CH3:26])([CH3:27])[CH3:25])=[O:22])[CH2:14][C@H:13]1[O:31][CH2:32][CH3:33]. The catalyst class is: 719. (4) Reactant: [N+:1]([C:4]1[CH:9]=[CH:8][C:7]([S:10](Cl)(=[O:12])=[O:11])=[CH:6][CH:5]=1)([O-:3])=[O:2].[F:14][C:15]([C:18]1[N:22]([CH2:23][CH:24]2[CH2:29][CH2:28][O:27][CH2:26][CH2:25]2)[C:21]2[CH:30]=[CH:31][C:32]([NH:34][CH3:35])=[CH:33][C:20]=2[N:19]=1)([F:17])[CH3:16]. Product: [F:17][C:15]([C:18]1[N:22]([CH2:23][CH:24]2[CH2:25][CH2:26][O:27][CH2:28][CH2:29]2)[C:21]2[CH:30]=[CH:31][C:32]([N:34]([CH3:35])[S:10]([C:7]3[CH:8]=[CH:9][C:4]([N+:1]([O-:3])=[O:2])=[CH:5][CH:6]=3)(=[O:12])=[O:11])=[CH:33][C:20]=2[N:19]=1)([F:14])[CH3:16]. The catalyst class is: 864. (5) Reactant: [Br-].[CH3:2][O:3][C:4]([C:6]1[CH:31]=[CH:30][CH:29]=[CH:28][C:7]=1[CH2:8][P+](C1C=CC=CC=1)(C1C=CC=CC=1)C1C=CC=CC=1)=[O:5].[CH3:32][O:33][C:34]1[CH:41]=[CH:40][C:37]([CH:38]=O)=[CH:36][CH:35]=1.C1CN2C(=NCCC2)C1. Product: [CH3:32][O:33][C:34]1[CH:41]=[CH:40][C:37]([CH:38]=[CH:8][C:7]2[CH:28]=[CH:29][CH:30]=[CH:31][C:6]=2[C:4]([O:3][CH3:2])=[O:5])=[CH:36][CH:35]=1. The catalyst class is: 10. (6) Reactant: [F:1][C:2]1[CH:7]=[CH:6][C:5]([C:8](=[O:12])[CH2:9][C:10]#[N:11])=[CH:4][CH:3]=1.[CH3:13][O:14][C:15]1[CH:16]=[C:17]([CH:19]=[CH:20][C:21]=1[O:22][CH3:23])[NH2:18]. The catalyst class is: 8. Product: [CH3:13][O:14][C:15]1[CH:16]=[C:17]([NH:18][C:10](=[NH:11])[CH2:9][C:8]([C:5]2[CH:6]=[CH:7][C:2]([F:1])=[CH:3][CH:4]=2)=[O:12])[CH:19]=[CH:20][C:21]=1[O:22][CH3:23]. (7) Reactant: COC([C:5]1[C:6]([C:35]2[CH:40]=[CH:39][CH:38]=[CH:37][CH:36]=2)=[CH:7][CH:8]=[C:9]([CH2:11][N:12]2[C:16]3[CH:17]=[C:18]([C:22]4[N:26]([CH3:27])[C:25]5[CH:28]=[CH:29][CH:30]=[CH:31][C:24]=5[N:23]=4)[CH:19]=[C:20]([CH3:21])[C:15]=3[N:14]=[C:13]2[CH2:32][CH2:33][CH3:34])[CH:10]=1)=O.[CH3:41][OH:42].[OH-:43].[Na+]. Product: [CH3:34][CH2:33][CH2:32][C:13]1[N:12]([CH2:11][C:9]2[CH:8]=[CH:7][C:6]([C:35]3[CH:36]=[CH:37][CH:38]=[CH:39][C:40]=3[C:41]([OH:43])=[O:42])=[CH:5][CH:10]=2)[C:16]2[CH:17]=[C:18]([C:22]3[N:26]([CH3:27])[C:25]4[CH:28]=[CH:29][CH:30]=[CH:31][C:24]=4[N:23]=3)[CH:19]=[C:20]([CH3:21])[C:15]=2[N:14]=1. The catalyst class is: 6. (8) Reactant: Cl[C:2]1[CH:7]=[C:6]([O:8][CH:9]([C:14]2[CH:19]=[CH:18][C:17]([C:20]3[CH:25]=[CH:24][CH:23]=[C:22]([F:26])[CH:21]=3)=[CH:16][CH:15]=2)[C:10]([F:13])([F:12])[F:11])[N:5]=[C:4]([NH2:27])[N:3]=1.[O:28]=[C:29]([NH:34][C:35]1[CH:40]=[CH:39][C:38](B2OC(C)(C)C(C)(C)O2)=[CH:37][CH:36]=1)[C:30]([O:32][CH3:33])=[O:31].C([O-])([O-])=O.[Na+].[Na+].C(O)C. Product: [NH2:27][C:4]1[N:3]=[C:2]([C:38]2[CH:37]=[CH:36][C:35]([NH:34][C:29](=[O:28])[C:30]([O:32][CH3:33])=[O:31])=[CH:40][CH:39]=2)[CH:7]=[C:6]([O:8][CH:9]([C:14]2[CH:19]=[CH:18][C:17]([C:20]3[CH:25]=[CH:24][CH:23]=[C:22]([F:26])[CH:21]=3)=[CH:16][CH:15]=2)[C:10]([F:13])([F:12])[F:11])[N:5]=1. The catalyst class is: 189. (9) Reactant: [F:1][C:2]1[CH:7]=[CH:6][CH:5]=[C:4]([C:8]2[CH:13]=[CH:12][CH:11]=[CH:10][CH:9]=2)[C:3]=1[C:14]#[N:15].[Li+].CC([N-]C(C)C)C.[I:24]I.[O-]S([O-])=O.[Na+].[Na+]. Product: [F:1][C:2]1[C:7]([I:24])=[CH:6][CH:5]=[C:4]([C:8]2[CH:13]=[CH:12][CH:11]=[CH:10][CH:9]=2)[C:3]=1[C:14]#[N:15]. The catalyst class is: 1.